From a dataset of Full USPTO retrosynthesis dataset with 1.9M reactions from patents (1976-2016). Predict the reactants needed to synthesize the given product. (1) The reactants are: Br[C:2]1[C:3]([C:16]2[CH:21]=[CH:20][CH:19]=[CH:18][CH:17]=2)=[N:4][C:5]2[C:10]([N:11]=1)=[CH:9][C:8]([C:12]([O:14][CH3:15])=[O:13])=[CH:7][CH:6]=2.[Br:22][C:23]1[CH:32]=[CH:31][CH:30]=[CH:29][C:24]=1[O:25][CH2:26][CH2:27][NH2:28]. Given the product [Br:22][C:23]1[CH:32]=[CH:31][CH:30]=[CH:29][C:24]=1[O:25][CH2:26][CH2:27][NH:28][C:2]1[C:3]([C:16]2[CH:21]=[CH:20][CH:19]=[CH:18][CH:17]=2)=[N:4][C:5]2[C:10]([N:11]=1)=[CH:9][C:8]([C:12]([O:14][CH3:15])=[O:13])=[CH:7][CH:6]=2, predict the reactants needed to synthesize it. (2) Given the product [C:1]([O:5][C:6]([NH:8][CH2:9][C@H:10]1[CH2:15][CH2:14][C@H:13]([C:16]([NH:18][C@@H:19]([CH2:20][C:21]2[CH:26]=[CH:25][C:24]([C:27]3[CH:32]=[CH:31][C:30]([C:33](=[O:34])[NH:68][CH:65]4[CH2:66][CH2:67][CH:62]([N:61]([CH3:69])[CH3:60])[CH2:63][CH2:64]4)=[CH:29][C:28]=3[CH3:36])=[CH:23][CH:22]=2)[C:37]([NH:39][C:40]2[CH:41]=[CH:42][C:43]([C:46]3[NH:50][N:49]=[C:48]([C:51]([F:58])([F:59])[C:52]([F:54])([F:53])[C:55]([OH:57])=[O:56])[N:47]=3)=[CH:44][CH:45]=2)=[O:38])=[O:17])[CH2:12][CH2:11]1)=[O:7])([CH3:2])([CH3:3])[CH3:4], predict the reactants needed to synthesize it. The reactants are: [C:1]([O:5][C:6]([NH:8][CH2:9][C@H:10]1[CH2:15][CH2:14][C@H:13]([C:16]([NH:18][C@H:19]([C:37]([NH:39][C:40]2[CH:45]=[CH:44][C:43]([C:46]3[NH:50][N:49]=[C:48]([C:51]([F:59])([F:58])[C:52]([C:55]([OH:57])=[O:56])([F:54])[F:53])[N:47]=3)=[CH:42][CH:41]=2)=[O:38])[CH2:20][C:21]2[CH:26]=[CH:25][C:24]([C:27]3[CH:32]=[CH:31][C:30]([C:33](O)=[O:34])=[CH:29][C:28]=3[CH3:36])=[CH:23][CH:22]=2)=[O:17])[CH2:12][CH2:11]1)=[O:7])([CH3:4])([CH3:3])[CH3:2].[CH3:60][N:61]([CH3:69])[CH:62]1[CH2:67][CH2:66][CH:65]([NH2:68])[CH2:64][CH2:63]1.C(N(CC)C(C)C)(C)C.F[P-](F)(F)(F)(F)F.CN(C(ON1C2=NC=CC=C2N=N1)=[N+](C)C)C. (3) Given the product [F:16][C:17]1[CH:22]=[CH:21][C:20]([S:23][CH2:24][CH2:25][C:26]2[O:28][C:10](=[O:11])[C:9]([C:2]3[C:3]([CH3:8])=[CH:4][C:5]([CH3:7])=[CH:6][C:1]=3[CH3:15])=[C:13]([OH:14])[CH:27]=2)=[CH:19][CH:18]=1, predict the reactants needed to synthesize it. The reactants are: [C:1]1([CH3:15])[CH:6]=[C:5]([CH3:7])[CH:4]=[C:3]([CH3:8])[C:2]=1[C:9](=[C:13]=[O:14])[C:10](Cl)=[O:11].[F:16][C:17]1[CH:22]=[CH:21][C:20]([S:23][CH2:24][CH2:25][C:26]([O:28][Si](C)(C)C)=[CH2:27])=[CH:19][CH:18]=1.